Dataset: Forward reaction prediction with 1.9M reactions from USPTO patents (1976-2016). Task: Predict the product of the given reaction. (1) Given the reactants C[O:2][C:3](=[O:24])[C:4]1[CH:9]=[C:8]([C:10]2[S:11][CH:12]=[C:13]([C:15]3[CH:20]=[CH:19][C:18]([Cl:21])=[C:17]([Cl:22])[CH:16]=3)[N:14]=2)[CH:7]=[CH:6][C:5]=1Br.[Cl:25][C:26]1[CH:27]=[CH:28][C:29]([N+:35]([O-:37])=[O:36])=[C:30](B(O)O)[CH:31]=1, predict the reaction product. The product is: [Cl:25][C:26]1[CH:31]=[CH:30][C:29]([N+:35]([O-:37])=[O:36])=[C:28]([C:5]2[C:4]([C:3]([OH:2])=[O:24])=[CH:9][C:8]([C:10]3[S:11][CH:12]=[C:13]([C:15]4[CH:20]=[CH:19][C:18]([Cl:21])=[C:17]([Cl:22])[CH:16]=4)[N:14]=3)=[CH:7][CH:6]=2)[CH:27]=1. (2) Given the reactants [C:1]([OH:8])(=[O:7])/[CH:2]=[CH:3]\[C:4]([OH:6])=[O:5].[Cl:9][C:10]1[CH:15]=[C:14]([Cl:16])[C:13]([F:17])=[CH:12][C:11]=1[C:18]1[O:19][C:20]2[C:25]([C:26](=[O:28])[CH:27]=1)=[C:24]([OH:29])[CH:23]=[C:22]([OH:30])[C:21]=2[C@@H:31]1[CH2:35][CH2:34][N:33]([CH3:36])[C@H:32]1[CH2:37][OH:38], predict the reaction product. The product is: [C:1]([OH:8])(=[O:7])/[CH:2]=[CH:3]\[C:4]([OH:6])=[O:5].[Cl:9][C:10]1[CH:15]=[C:14]([Cl:16])[C:13]([F:17])=[CH:12][C:11]=1[C:18]1[O:19][C:20]2[C:25]([C:26](=[O:28])[CH:27]=1)=[C:24]([OH:29])[CH:23]=[C:22]([OH:30])[C:21]=2[C@@H:31]1[CH2:35][CH2:34][N:33]([CH3:36])[C@H:32]1[CH2:37][OH:38]. (3) Given the reactants O.C[O:3][C:4](=[O:27])[CH2:5][C@@H:6]([OH:26])[C@H:7]([N:17]([C:19]([O:21][C:22]([CH3:25])([CH3:24])[CH3:23])=[O:20])[CH3:18])[CH2:8][C:9]1[CH:14]=[CH:13][C:12]([Cl:15])=[C:11]([Cl:16])[CH:10]=1.O.[OH-].[Li+].Cl, predict the reaction product. The product is: [C:22]([O:21][C:19]([N:17]([CH3:18])[C@H:7]([CH2:8][C:9]1[CH:14]=[CH:13][C:12]([Cl:15])=[C:11]([Cl:16])[CH:10]=1)[C@H:6]([OH:26])[CH2:5][C:4]([OH:27])=[O:3])=[O:20])([CH3:25])([CH3:24])[CH3:23]. (4) The product is: [CH3:36][C:26]1[CH:31]=[CH:30][C:29]([S:32]([O:24][CH2:23][CH:21]2[O:22][C:18]([CH3:25])([CH3:17])[O:19][CH2:20]2)(=[O:34])=[O:33])=[CH:28][CH:27]=1. Given the reactants CN(C1C=CC=CN=1)C.C(N(CC)CC)C.[CH3:17][C:18]1([CH3:25])[O:22][CH:21]([CH2:23][OH:24])[CH2:20][O:19]1.[C:26]1([CH3:36])[CH:31]=[CH:30][C:29]([S:32](Cl)(=[O:34])=[O:33])=[CH:28][CH:27]=1, predict the reaction product. (5) Given the reactants [Cl:1][C:2]1[CH:7]=[C:6]([Cl:8])[CH:5]=[CH:4][C:3]=1[CH:9]1[CH:18]([C:19]([NH:21][O:22][CH2:23][C:24]2[S:28][CH:27]=[C:26]([C:29](OC)=[O:30])[CH:25]=2)=[O:20])[C:17]2[C:12](=[CH:13][CH:14]=[CH:15][CH:16]=2)[C:11](=[O:33])[N:10]1[CH:34]1[CH2:39][CH2:38][CH2:37][CH2:36][CH:35]1[NH:40][S:41]([CH3:44])(=[O:43])=[O:42].[H-].[Al+3].[Li+].[H-].[H-].[H-].O.O.O.O.O.O.O.O.O.O.S([O-])([O-])(=O)=O.[Na+].[Na+], predict the reaction product. The product is: [Cl:1][C:2]1[CH:7]=[C:6]([Cl:8])[CH:5]=[CH:4][C:3]=1[CH:9]1[CH:18]([C:19]([NH:21][O:22][CH2:23][C:24]2[S:28][CH:27]=[C:26]([CH2:29][OH:30])[CH:25]=2)=[O:20])[C:17]2[C:12](=[CH:13][CH:14]=[CH:15][CH:16]=2)[C:11](=[O:33])[N:10]1[CH:34]1[CH2:39][CH2:38][CH2:37][CH2:36][CH:35]1[NH:40][S:41]([CH3:44])(=[O:42])=[O:43]. (6) Given the reactants Br[C:2]1[CH:3]=[N:4][C:5]2[N:6]([N:8]=[C:9]([C:13]3[CH:18]=[CH:17][C:16]([O:19][C:20]4[CH:25]=[CH:24][CH:23]=[CH:22][CH:21]=4)=[CH:15][CH:14]=3)[C:10]=2[C:11]#[N:12])[CH:7]=1.[OH:26][C:27]1[CH:28]=[C:29](B(O)O)[CH:30]=[CH:31][CH:32]=1.C([O-])([O-])=O.[Na+].[Na+], predict the reaction product. The product is: [OH:26][C:27]1[CH:32]=[C:31]([C:2]2[CH:3]=[N:4][C:5]3[N:6]([N:8]=[C:9]([C:13]4[CH:18]=[CH:17][C:16]([O:19][C:20]5[CH:25]=[CH:24][CH:23]=[CH:22][CH:21]=5)=[CH:15][CH:14]=4)[C:10]=3[C:11]#[N:12])[CH:7]=2)[CH:30]=[CH:29][CH:28]=1. (7) Given the reactants [Cl:1][C:2]1[C:6]([Cl:7])=[C:5]([CH3:8])[NH:4][C:3]=1[C:9]([OH:11])=O.CN(C(ON1N=NC2C=CC=NC1=2)=[N+](C)C)C.F[P-](F)(F)(F)(F)F.CCN(C(C)C)C(C)C.[C:45]([O:49][C:50]([N:52]1[CH2:57][CH2:56][C@@H:55]([NH2:58])[C@@H:54]([N:59]=[N+:60]=[N-:61])[CH2:53]1)=[O:51])([CH3:48])([CH3:47])[CH3:46].C1C=C2C(C(O)(O)C(=O)C2=CC=1)=O, predict the reaction product. The product is: [C:45]([O:49][C:50]([N:52]1[CH2:57][CH2:56][C@@H:55]([NH:58][C:9]([C:3]2[NH:4][C:5]([CH3:8])=[C:6]([Cl:7])[C:2]=2[Cl:1])=[O:11])[C@@H:54]([N:59]=[N+:60]=[N-:61])[CH2:53]1)=[O:51])([CH3:48])([CH3:46])[CH3:47].